This data is from NCI-60 drug combinations with 297,098 pairs across 59 cell lines. The task is: Regression. Given two drug SMILES strings and cell line genomic features, predict the synergy score measuring deviation from expected non-interaction effect. (1) Drug 1: CS(=O)(=O)C1=CC(=C(C=C1)C(=O)NC2=CC(=C(C=C2)Cl)C3=CC=CC=N3)Cl. Drug 2: CN(C)C1=NC(=NC(=N1)N(C)C)N(C)C. Cell line: UACC-257. Synergy scores: CSS=-7.26, Synergy_ZIP=2.12, Synergy_Bliss=-0.791, Synergy_Loewe=-7.58, Synergy_HSA=-6.15. (2) Drug 1: C1CC(C1)(C(=O)O)C(=O)O.[NH2-].[NH2-].[Pt+2]. Cell line: SW-620. Drug 2: CC12CCC3C(C1CCC2O)C(CC4=C3C=CC(=C4)O)CCCCCCCCCS(=O)CCCC(C(F)(F)F)(F)F. Synergy scores: CSS=9.99, Synergy_ZIP=-3.04, Synergy_Bliss=-0.156, Synergy_Loewe=-0.646, Synergy_HSA=-1.83.